From a dataset of NCI-60 drug combinations with 297,098 pairs across 59 cell lines. Regression. Given two drug SMILES strings and cell line genomic features, predict the synergy score measuring deviation from expected non-interaction effect. (1) Drug 1: C1CC(C1)(C2=CC=C(C=C2)C3=C(C=C4C(=N3)C=CN5C4=NNC5=O)C6=CC=CC=C6)N. Drug 2: B(C(CC(C)C)NC(=O)C(CC1=CC=CC=C1)NC(=O)C2=NC=CN=C2)(O)O. Cell line: HCT116. Synergy scores: CSS=49.4, Synergy_ZIP=0.412, Synergy_Bliss=-1.33, Synergy_Loewe=-2.78, Synergy_HSA=-0.578. (2) Drug 1: CC1=CC=C(C=C1)C2=CC(=NN2C3=CC=C(C=C3)S(=O)(=O)N)C(F)(F)F. Drug 2: CC1C(C(CC(O1)OC2CC(CC3=C2C(=C4C(=C3O)C(=O)C5=CC=CC=C5C4=O)O)(C(=O)C)O)N)O. Cell line: NCI-H460. Synergy scores: CSS=49.1, Synergy_ZIP=-2.11, Synergy_Bliss=-2.42, Synergy_Loewe=-6.20, Synergy_HSA=0.372.